From a dataset of Catalyst prediction with 721,799 reactions and 888 catalyst types from USPTO. Predict which catalyst facilitates the given reaction. (1) The catalyst class is: 31. Reactant: [CH3:1][C:2]1([CH3:14])[C:6]([CH3:8])([CH3:7])[O:5][B:4]([C:9]2[CH:10]=[N:11][NH:12][CH:13]=2)[O:3]1.Br[CH2:16][CH2:17][O:18][CH2:19][CH2:20][O:21][CH3:22].C([O-])([O-])=O.[Cs+].[Cs+]. Product: [CH3:22][O:21][CH2:20][CH2:19][O:18][CH2:17][CH2:16][N:12]1[CH:13]=[C:9]([B:4]2[O:5][C:6]([CH3:7])([CH3:8])[C:2]([CH3:14])([CH3:1])[O:3]2)[CH:10]=[N:11]1. (2) Reactant: [CH:1]12[CH2:10][CH:5]3[CH2:6][CH:7]([CH2:9][CH:3]([CH2:4]3)[CH:2]1[O:11][C:12]([N:14]1[CH2:19][CH2:18][C:17]3([C:27]4[C:22](=[CH:23][CH:24]=[CH:25][CH:26]=4)[CH:21]([CH2:28][C:29]([O:31]C)=[O:30])[CH2:20]3)[CH2:16][CH2:15]1)=[O:13])[CH2:8]2.O[Li].O. Product: [CH:1]12[CH2:10][CH:5]3[CH2:6][CH:7]([CH2:9][CH:3]([CH2:4]3)[CH:2]1[O:11][C:12]([N:14]1[CH2:15][CH2:16][C:17]3([C:27]4[C:22](=[CH:23][CH:24]=[CH:25][CH:26]=4)[CH:21]([CH2:28][C:29]([OH:31])=[O:30])[CH2:20]3)[CH2:18][CH2:19]1)=[O:13])[CH2:8]2. The catalyst class is: 24. (3) Reactant: [C:1]([C:3]1[CH:4]=[CH:5][C:6]([C:9]([OH:11])=O)=[N:7][CH:8]=1)#[N:2].C(Cl)(=O)C([Cl:15])=O.CN(C)C=O.C1(C)C=CC=CC=1. Product: [C:1]([C:3]1[CH:4]=[CH:5][C:6]([C:9]([Cl:15])=[O:11])=[N:7][CH:8]=1)#[N:2]. The catalyst class is: 4. (4) Reactant: Br[CH2:2][CH2:3][CH2:4][C:5]([NH:7][C:8]1[N:9]=[CH:10][C:11]([CH2:14][C:15]2[CH:32]=[CH:31][C:18]3[CH2:19][CH2:20][N:21]([C:24]([O:26][C:27]([CH3:30])([CH3:29])[CH3:28])=[O:25])[CH2:22][CH2:23][C:17]=3[CH:16]=2)=[N:12][CH:13]=1)=[O:6].[H-].[Na+].O. Product: [O:6]=[C:5]1[CH2:4][CH2:3][CH2:2][N:7]1[C:8]1[N:9]=[CH:10][C:11]([CH2:14][C:15]2[CH:32]=[CH:31][C:18]3[CH2:19][CH2:20][N:21]([C:24]([O:26][C:27]([CH3:30])([CH3:29])[CH3:28])=[O:25])[CH2:22][CH2:23][C:17]=3[CH:16]=2)=[N:12][CH:13]=1. The catalyst class is: 9. (5) Reactant: [N:1]1[C:10]2[C:5](=[CH:6][CH:7]=[C:8]([CH2:11]O)[CH:9]=2)[CH:4]=[CH:3][CH:2]=1.[BrH:13]. Product: [Br:13][CH2:11][C:8]1[CH:9]=[C:10]2[C:5]([CH:4]=[CH:3][CH:2]=[N:1]2)=[CH:6][CH:7]=1. The catalyst class is: 15. (6) Reactant: [F:1][CH2:2][C:3]([O-])=O.[Na+].C(Cl)(=O)C(Cl)=O.[OH-].[Na+].[Si:15]([O:22][C:23]1[CH:24]=[CH:25][C:26]([CH:47]2[CH2:56][CH2:55][C:54]3[C:49](=[CH:50][CH:51]=[C:52]([O:57][Si:58]([C:61]([CH3:64])([CH3:63])[CH3:62])([CH3:60])[CH3:59])[CH:53]=3)[CH2:48]2)=[C:27]([NH:29][CH2:30][C:31]2[CH:36]=[CH:35][C:34]([O:37][CH2:38][CH2:39][N:40]3[CH2:45][CH2:44][CH2:43][CH2:42][CH2:41]3)=[C:33]([F:46])[CH:32]=2)[CH:28]=1)([C:18]([CH3:21])([CH3:20])[CH3:19])([CH3:17])[CH3:16]. Product: [Si:15]([O:22][C:23]1[CH:24]=[CH:25][C:26]([CH:47]2[CH2:56][CH2:55][C:54]3[C:49](=[CH:50][CH:51]=[C:52]([O:57][Si:58]([C:61]([CH3:64])([CH3:63])[CH3:62])([CH3:59])[CH3:60])[CH:53]=3)[CH2:48]2)=[C:27]([N:29]([CH2:3][CH2:2][F:1])[CH2:30][C:31]2[CH:36]=[CH:35][C:34]([O:37][CH2:38][CH2:39][N:40]3[CH2:45][CH2:44][CH2:43][CH2:42][CH2:41]3)=[C:33]([F:46])[CH:32]=2)[CH:28]=1)([C:18]([CH3:21])([CH3:20])[CH3:19])([CH3:17])[CH3:16]. The catalyst class is: 120. (7) Reactant: [C:1]1([C:7](=[N:14][CH2:15][C:16]#[N:17])[C:8]2[CH:13]=[CH:12][CH:11]=[CH:10][CH:9]=2)[CH:6]=[CH:5][CH:4]=[CH:3][CH:2]=1.C([Li])CCC.[F:23][CH:24]([F:27])[CH2:25]I. Product: [C:1]1([C:7](=[N:14][CH:15]([CH2:25][CH:24]([F:27])[F:23])[C:16]#[N:17])[C:8]2[CH:9]=[CH:10][CH:11]=[CH:12][CH:13]=2)[CH:2]=[CH:3][CH:4]=[CH:5][CH:6]=1. The catalyst class is: 1.